From a dataset of Catalyst prediction with 721,799 reactions and 888 catalyst types from USPTO. Predict which catalyst facilitates the given reaction. Reactant: [NH2:1][C@@H:2]1[CH2:7][CH2:6][C@H:5]([NH:8][C:9]2[N:18]=[C:17]([N:19]([CH3:21])[CH3:20])[C:16]3[C:11](=[CH:12][CH:13]=[CH:14][CH:15]=3)[N:10]=2)[CH2:4][CH2:3]1.C(N(C(C)C)CC)(C)C.[Br:31][C:32]1[CH:37]=[CH:36][C:35]([S:38](Cl)(=[O:40])=[O:39])=[C:34]([O:42][C:43]([F:46])([F:45])[F:44])[CH:33]=1. Product: [Br:31][C:32]1[CH:37]=[CH:36][C:35]([S:38]([NH:1][C@H:2]2[CH2:3][CH2:4][C@@H:5]([NH:8][C:9]3[N:18]=[C:17]([N:19]([CH3:21])[CH3:20])[C:16]4[C:11](=[CH:12][CH:13]=[CH:14][CH:15]=4)[N:10]=3)[CH2:6][CH2:7]2)(=[O:40])=[O:39])=[C:34]([O:42][C:43]([F:45])([F:44])[F:46])[CH:33]=1. The catalyst class is: 2.